The task is: Regression. Given a peptide amino acid sequence and an MHC pseudo amino acid sequence, predict their binding affinity value. This is MHC class II binding data.. This data is from Peptide-MHC class II binding affinity with 134,281 pairs from IEDB. (1) The peptide sequence is EFRVSTTENVVNLSN. The MHC is DRB4_0101 with pseudo-sequence DRB4_0103. The binding affinity (normalized) is 0.258. (2) The peptide sequence is APYHFDLSGHAFGAM. The MHC is DRB1_0401 with pseudo-sequence DRB1_0401. The binding affinity (normalized) is 0.618. (3) The peptide sequence is LNSEKEFERAICDMK. The MHC is DRB1_0101 with pseudo-sequence DRB1_0101. The binding affinity (normalized) is 0.439. (4) The peptide sequence is GELQIVDQIDAAFKI. The MHC is DRB1_1302 with pseudo-sequence DRB1_1302. The binding affinity (normalized) is 0.736. (5) The peptide sequence is RTATNIWIDHNSFSN. The MHC is HLA-DQA10101-DQB10501 with pseudo-sequence HLA-DQA10101-DQB10501. The binding affinity (normalized) is 0.594.